This data is from Full USPTO retrosynthesis dataset with 1.9M reactions from patents (1976-2016). The task is: Predict the reactants needed to synthesize the given product. (1) Given the product [C:6]([O:10][C:11]([N:13]1[CH2:18][CH2:17][C:16]([C:19]#[N:20])([CH:26]([C:25]2[CH:28]=[CH:29][C:22]([F:21])=[CH:23][CH:24]=2)[OH:27])[CH2:15][CH2:14]1)=[O:12])([CH3:9])([CH3:7])[CH3:8], predict the reactants needed to synthesize it. The reactants are: [Li]CCCC.[C:6]([O:10][C:11]([N:13]1[CH2:18][CH2:17][CH:16]([C:19]#[N:20])[CH2:15][CH2:14]1)=[O:12])([CH3:9])([CH3:8])[CH3:7].[F:21][C:22]1[CH:29]=[CH:28][C:25]([CH:26]=[O:27])=[CH:24][CH:23]=1. (2) Given the product [N:9]1([CH2:8][CH2:7][O:6][C:5]2[CH:14]=[CH:15][C:16]([C:18]([F:20])([F:21])[F:19])=[CH:17][C:4]=2[NH2:1])[CH2:13][CH2:12][CH2:11][CH2:10]1, predict the reactants needed to synthesize it. The reactants are: [N+:1]([C:4]1[CH:17]=[C:16]([C:18]([F:21])([F:20])[F:19])[CH:15]=[CH:14][C:5]=1[O:6][CH2:7][CH2:8][N:9]1[CH2:13][CH2:12][CH2:11][CH2:10]1)([O-])=O.